From a dataset of Reaction yield outcomes from USPTO patents with 853,638 reactions. Predict the reaction yield, written as a fraction of the theoretical maximum amount of product (1.0 means a 100% yield; for example, 0.34 means a 34% yield). (1) The reactants are C1N2CCN(CC2)C1.[CH2:9]([O:11][C:12]([C:14]1[C:15](=[O:25])[NH:16][C:17]2[C:22]([C:23]=1Cl)=[CH:21][N:20]=[CH:19][CH:18]=2)=[O:13])[CH3:10].[N:26]1([C:32]([C:34]2[S:35][CH:36]=[CH:37][CH:38]=2)=[O:33])[CH2:31][CH2:30][NH:29][CH2:28][CH2:27]1. The catalyst is O. The product is [CH2:9]([O:11][C:12]([C:14]1[C:15](=[O:25])[NH:16][C:17]2[C:22]([C:23]=1[N:29]1[CH2:30][CH2:31][N:26]([C:32]([C:34]3[S:35][CH:36]=[CH:37][CH:38]=3)=[O:33])[CH2:27][CH2:28]1)=[CH:21][N:20]=[CH:19][CH:18]=2)=[O:13])[CH3:10]. The yield is 0.920. (2) The reactants are [Br:1][C:2]1[CH:7]=[C:6]([C:8]([F:11])([F:10])[F:9])[CH:5]=[CH:4][C:3]=1[S:12](Cl)(=[O:14])=[O:13].[C:16]([NH2:20])([CH3:19])([CH3:18])[CH3:17]. The catalyst is C(Cl)Cl. The product is [Br:1][C:2]1[CH:7]=[C:6]([C:8]([F:11])([F:10])[F:9])[CH:5]=[CH:4][C:3]=1[S:12]([NH:20][C:16]([CH3:19])([CH3:18])[CH3:17])(=[O:14])=[O:13]. The yield is 1.00. (3) The reactants are [ClH:1].C(N(CC)CC)C.[I:9][C:10]1[CH:11]=[C:12]([CH:16]=[CH:17][C:18]=1[N+:19]([O-:21])=[O:20])[C:13](Cl)=[O:14].[N+](C1C=C([N+]([O-])=O)C=CC=1C([NH:29][CH2:30][C:31]([O:33][CH2:34]C1C=CC=CC=1)=[O:32])=O)([O-])=O.[CH2:48]([Cl:50])[Cl:49]. The catalyst is O1CCOCC1. The product is [I:9][C:10]1[CH:11]=[C:12]([CH:16]=[CH:17][C:18]=1[N+:19]([O-:21])=[O:20])[C:13]([NH:29][CH2:30][C:31]([O:33][CH2:34][C:48]([Cl:1])([Cl:50])[Cl:49])=[O:32])=[O:14]. The yield is 0.780. (4) The reactants are [CH3:1][O:2][C:3]1[CH:4]=[C:5]2[C:10](=[CH:11][C:12]=1[O:13][CH3:14])[N:9]=[CH:8][N:7]=[C:6]2[CH:15]1[CH2:20][CH2:19][NH:18][CH2:17][CH2:16]1.[N:21]([C:24]1[CH:29]=[CH:28][C:27]([C:30]([F:33])([F:32])[F:31])=[CH:26][CH:25]=1)=[C:22]=[O:23]. The catalyst is CN(C=O)C. The product is [F:31][C:30]([F:32])([F:33])[C:27]1[CH:26]=[CH:25][C:24]([NH:21][C:22]([N:18]2[CH2:19][CH2:20][CH:15]([C:6]3[C:5]4[C:10](=[CH:11][C:12]([O:13][CH3:14])=[C:3]([O:2][CH3:1])[CH:4]=4)[N:9]=[CH:8][N:7]=3)[CH2:16][CH2:17]2)=[O:23])=[CH:29][CH:28]=1. The yield is 0.270.